From a dataset of Forward reaction prediction with 1.9M reactions from USPTO patents (1976-2016). Predict the product of the given reaction. (1) Given the reactants [C:1]([O:5][C:6]([C:8]1[C:9]([C:14]2[CH:19]=[CH:18][C:17]([CH2:20][N:21]3[C:25]([CH:26]=NO)=[C:24]([CH:29]=[CH2:30])[N:23]=[C:22]3[O:31][CH2:32][CH2:33][CH3:34])=[C:16]([F:35])[CH:15]=2)=[CH:10][CH:11]=[CH:12][CH:13]=1)=[O:7])([CH3:4])([CH3:3])[CH3:2].S(=O)(=O)(O)[OH:37].C.O, predict the reaction product. The product is: [C:1]([O:5][C:6]([C:8]1[C:9]([C:14]2[CH:19]=[CH:18][C:17]([CH2:20][N:21]3[C:25]([CH:26]=[O:37])=[C:24]([CH:29]=[CH2:30])[N:23]=[C:22]3[O:31][CH2:32][CH2:33][CH3:34])=[C:16]([F:35])[CH:15]=2)=[CH:10][CH:11]=[CH:12][CH:13]=1)=[O:7])([CH3:3])([CH3:2])[CH3:4]. (2) Given the reactants [Br:1][C:2]1[N:7]=[C:6]([N+:8]([O-])=O)[C:5]([O:11][CH2:12][CH2:13][CH2:14][Br:15])=[CH:4][CH:3]=1.CCOC(C)=O, predict the reaction product. The product is: [Br:1][C:2]1[N:7]=[C:6]([NH2:8])[C:5]([O:11][CH2:12][CH2:13][CH2:14][Br:15])=[CH:4][CH:3]=1. (3) Given the reactants [OH:1][CH2:2][CH:3]1[CH2:5][N@:4]1[C:6]([C:8]1[CH:13]=[CH:12][C:11]([N+:14]([O-])=O)=[C:10]([O:17][CH3:18])[CH:9]=1)=[O:7], predict the reaction product. The product is: [NH2:14][C:11]1[CH:12]=[CH:13][C:8]([C:6]([N@@:4]2[CH2:5][CH:3]2[CH2:2][OH:1])=[O:7])=[CH:9][C:10]=1[O:17][CH3:18]. (4) Given the reactants [C:1]([N:8]1[CH2:13][CH2:12][NH:11][CH2:10][CH2:9]1)([O:3][C:4]([CH3:7])([CH3:6])[CH3:5])=[O:2].ON1C2C=CC=CC=2N=N1.[Cl:24][C:25]1[C:26]([F:34])=[C:27]([CH:31]=[CH:32][CH:33]=1)[C:28](O)=[O:29], predict the reaction product. The product is: [Cl:24][C:25]1[C:26]([F:34])=[C:27]([CH:31]=[CH:32][CH:33]=1)[C:28]([N:11]1[CH2:10][CH2:9][N:8]([C:1]([O:3][C:4]([CH3:7])([CH3:6])[CH3:5])=[O:2])[CH2:13][CH2:12]1)=[O:29].